The task is: Predict which catalyst facilitates the given reaction.. This data is from Catalyst prediction with 721,799 reactions and 888 catalyst types from USPTO. (1) Reactant: [CH:1]1[CH:20]=[CH:19][C:17](=[O:18])/[C:3](=[CH:4]\[NH:5][CH2:6][CH2:7][NH:8]/[CH:9]=[C:10]2\[C:11]([CH:13]=[CH:14][CH:15]=[CH:16]\2)=[O:12])/[CH:2]=1.N#N.C(=O)=O. Product: [CH:4](=[N:5][CH2:6][CH2:7][N:8]=[CH:9][C:10]1[C:11](=[CH:13][CH:14]=[CH:15][CH:16]=1)[OH:12])[C:3]1[C:17](=[CH:19][CH:20]=[CH:1][CH:2]=1)[OH:18]. The catalyst class is: 6. (2) Reactant: [F:1][C:2]1[C:3]([O:25][CH2:26][CH2:27][O:28][CH3:29])=[CH:4][C:5]2[CH2:14][CH:13]([CH:15]([CH3:17])[CH3:16])[N:12]3[CH:7]([CH2:8][C:9](=[O:23])[C:10]([C:18]([O:20][CH2:21][CH3:22])=[O:19])=[CH:11]3)[C:6]=2[CH:24]=1.C1(Cl)C(=O)C(Cl)=C(Cl)C(=O)C=1Cl. Product: [F:1][C:2]1[C:3]([O:25][CH2:26][CH2:27][O:28][CH3:29])=[CH:4][C:5]2[CH2:14][CH:13]([CH:15]([CH3:16])[CH3:17])[N:12]3[C:7](=[CH:8][C:9](=[O:23])[C:10]([C:18]([O:20][CH2:21][CH3:22])=[O:19])=[CH:11]3)[C:6]=2[CH:24]=1. The catalyst class is: 57.